This data is from Full USPTO retrosynthesis dataset with 1.9M reactions from patents (1976-2016). The task is: Predict the reactants needed to synthesize the given product. (1) Given the product [C:1]([O:5][C:6](=[O:18])[NH:7][C:8]1[CH:13]=[CH:12][C:11]([C:21]2[C:22]([O:26][CH3:27])=[CH:23][CH:24]=[CH:25][C:20]=2[F:19])=[CH:10][C:9]=1[N+:15]([O-:17])=[O:16])([CH3:4])([CH3:3])[CH3:2], predict the reactants needed to synthesize it. The reactants are: [C:1]([O:5][C:6](=[O:18])[NH:7][C:8]1[CH:13]=[CH:12][C:11](I)=[CH:10][C:9]=1[N+:15]([O-:17])=[O:16])([CH3:4])([CH3:3])[CH3:2].[F:19][C:20]1[CH:25]=[CH:24][CH:23]=[C:22]([O:26][CH3:27])[C:21]=1B(O)O. (2) Given the product [Cl:1][C:2]1[CH:7]=[C:6]([C:11](=[O:17])[CH2:12][CH2:13][C:14]([OH:16])=[O:15])[CH:5]=[CH:4][C:3]=1[O:8][CH2:9][CH3:10], predict the reactants needed to synthesize it. The reactants are: [Cl:1][C:2]1[CH:7]=[CH:6][CH:5]=[CH:4][C:3]=1[O:8][CH2:9][CH3:10].[C:11]1(=[O:17])[O:16][C:14](=[O:15])[CH2:13][CH2:12]1.[Cl-].[Al+3].[Cl-].[Cl-].Cl. (3) Given the product [CH3:26][O:27][C:28](=[O:34])[C:29]([CH3:33])([CH3:32])[CH2:30][NH:31][C:3]([C:5]1[N:6]=[C:7]([C:24]#[N:25])[C:8]2[C:13]([C:14]=1[OH:15])=[CH:12][CH:11]=[C:10]([CH2:16][CH2:17][C:18]1[CH:23]=[CH:22][CH:21]=[CH:20][CH:19]=1)[CH:9]=2)=[O:4], predict the reactants needed to synthesize it. The reactants are: CO[C:3]([C:5]1[N:6]=[C:7]([C:24]#[N:25])[C:8]2[C:13]([C:14]=1[OH:15])=[CH:12][CH:11]=[C:10]([CH2:16][CH2:17][C:18]1[CH:23]=[CH:22][CH:21]=[CH:20][CH:19]=1)[CH:9]=2)=[O:4].[CH3:26][O:27][C:28](=[O:34])[C:29]([CH3:33])([CH3:32])[CH2:30][NH2:31]. (4) Given the product [Cl:26][C:15]1[C:14]2[C:18](=[CH:19][C:8]([C:3]3[CH:4]=[CH:5][CH:6]=[CH:7][C:2]=3[Cl:1])=[C:9]3[C:13]=2[C:12](=[O:24])[NH:11][C:10]3=[O:25])[N:17]([CH3:20])[C:16]=1[CH:21]([OH:23])[CH3:22], predict the reactants needed to synthesize it. The reactants are: [Cl:1][C:2]1[CH:7]=[CH:6][CH:5]=[CH:4][C:3]=1[C:8]1[CH:19]=[C:18]2[C:14]([CH:15]=[C:16]([CH:21]([OH:23])[CH3:22])[N:17]2[CH3:20])=[C:13]2[C:9]=1[C:10](=[O:25])[NH:11][C:12]2=[O:24].[Cl:26]N1C(=O)CCC1=O.C(OCC)(=O)C.